Dataset: Forward reaction prediction with 1.9M reactions from USPTO patents (1976-2016). Task: Predict the product of the given reaction. (1) Given the reactants [O:1]1[CH2:6][CH2:5][CH:4]([NH2:7])[CH2:3][CH2:2]1.[F:8][C:9]1[CH:10]=[C:11]([C:15]2[C:19]([C:20]3[N:21]=[CH:22][N:23]([C:25]4[CH:26]=[C:27]([CH:31]=[CH:32][CH:33]=4)[C:28](O)=[O:29])[CH:24]=3)=[C:18]([CH3:34])[O:17][N:16]=2)[CH:12]=[CH:13][CH:14]=1, predict the reaction product. The product is: [F:8][C:9]1[CH:10]=[C:11]([C:15]2[C:19]([C:20]3[N:21]=[CH:22][N:23]([C:25]4[CH:26]=[C:27]([CH:31]=[CH:32][CH:33]=4)[C:28]([NH:7][CH:4]4[CH2:5][CH2:6][O:1][CH2:2][CH2:3]4)=[O:29])[CH:24]=3)=[C:18]([CH3:34])[O:17][N:16]=2)[CH:12]=[CH:13][CH:14]=1. (2) Given the reactants [CH2:1]([N:3]([CH2:26][CH:27]1[CH2:31][CH2:30][CH2:29][O:28]1)[C:4]1[C:5]2[CH2:25][NH:24][CH2:23][CH2:22][C:6]=2[N:7]=[C:8]([NH:10][C:11]2[CH:16]=[CH:15][C:14]([C:17]3[O:21][CH:20]=[N:19][CH:18]=3)=[CH:13][CH:12]=2)[N:9]=1)[CH3:2].[C:32](O)(=[O:34])[CH3:33].C(O)C=O.C([BH3-])#N.[Na+], predict the reaction product. The product is: [CH2:1]([N:3]([CH2:26][CH:27]1[CH2:31][CH2:30][CH2:29][O:28]1)[C:4]1[C:5]2[CH2:25][N:24]([CH2:33][CH2:32][OH:34])[CH2:23][CH2:22][C:6]=2[N:7]=[C:8]([NH:10][C:11]2[CH:12]=[CH:13][C:14]([C:17]3[O:21][CH:20]=[N:19][CH:18]=3)=[CH:15][CH:16]=2)[N:9]=1)[CH3:2]. (3) Given the reactants Cl.[N:2]1([C:8](=[O:30])[CH2:9][CH2:10]/[CH:11]=[CH:12]\[CH2:13]/[CH:14]=[CH:15]\[CH2:16]/[CH:17]=[CH:18]\[CH2:19]/[CH:20]=[CH:21]\[CH2:22]/[CH:23]=[CH:24]\[CH2:25]/[CH:26]=[CH:27]\[CH2:28][CH3:29])[CH2:7][CH2:6][NH:5][CH2:4][CH2:3]1.CN(C(ON1N=N[C:41]2[CH:42]=[CH:43][CH:44]=N[C:40]1=2)=[N+](C)C)C.F[P-](F)(F)(F)(F)F.CCN([CH:61]([CH3:63])[CH3:62])C(C)C, predict the reaction product. The product is: [C:8]([N:5]1[CH2:6][CH2:7][N:2]([C:8](=[O:30])[CH2:9][CH2:10]/[CH:11]=[CH:12]\[CH2:13]/[CH:14]=[CH:15]\[CH2:16]/[CH:17]=[CH:18]\[CH2:19]/[CH:20]=[CH:21]\[CH2:22]/[CH:23]=[CH:24]\[CH2:25]/[CH:26]=[CH:27]\[CH2:28][CH3:29])[CH2:3][CH2:4]1)(=[O:30])[CH2:9][CH2:10][CH2:11]/[CH:12]=[CH:13]\[CH2:14]/[CH:15]=[CH:16]\[CH2:17]/[CH:18]=[CH:19]\[CH2:63]/[CH:61]=[CH:62]\[CH2:44]/[CH:43]=[CH:42]\[CH2:41][CH3:40]. (4) Given the reactants [Cl:1][C:2]1[N:7]=[CH:6][C:5]([OH:8])=[CH:4][C:3]=1[F:9].[CH3:10][O:11][CH2:12][CH2:13]O.C1(P(C2C=CC=CC=2)C2C=CC=CC=2)C=CC=CC=1.CC(OC(/N=N/C(OC(C)C)=O)=O)C, predict the reaction product. The product is: [Cl:1][C:2]1[C:3]([F:9])=[CH:4][C:5]([O:8][CH2:13][CH2:12][O:11][CH3:10])=[CH:6][N:7]=1. (5) Given the reactants [CH3:1][O:2][C:3]1[CH:4]=[C:5]([CH:21]=[CH:22][C:23]=1[O:24][CH2:25][C:26]1[C:27]([CH3:37])=[N:28][N:29]([C:31]2[CH:36]=[CH:35][CH:34]=[CH:33][N:32]=2)[CH:30]=1)[CH2:6][O:7][C:8]1[C:12]([CH:13]=O)=[CH:11][N:10]([C:15]2[CH:20]=[CH:19][CH:18]=[CH:17][CH:16]=2)[N:9]=1.[CH2:38]([P:47](=[O:54])([O:51][CH2:52][CH3:53])[O:48][CH2:49][CH3:50])P(=O)(OCC)OCC.CN(C)C=O.[H-].[Na+], predict the reaction product. The product is: [CH3:1][O:2][C:3]1[CH:4]=[C:5]([CH:21]=[CH:22][C:23]=1[O:24][CH2:25][C:26]1[C:27]([CH3:37])=[N:28][N:29]([C:31]2[CH:36]=[CH:35][CH:34]=[CH:33][N:32]=2)[CH:30]=1)[CH2:6][O:7][C:8]1[C:12](/[CH:13]=[CH:38]/[P:47](=[O:54])([O:48][CH2:49][CH3:50])[O:51][CH2:52][CH3:53])=[CH:11][N:10]([C:15]2[CH:16]=[CH:17][CH:18]=[CH:19][CH:20]=2)[N:9]=1. (6) Given the reactants C[O:2][C:3]1[CH:4]=[C:5]([C:9]2[N:10]=[CH:11][N:12]([C:14]([N:16]([CH3:29])[CH:17]3[CH2:22][CH2:21][N:20]([C:23]4[CH:28]=[CH:27][CH:26]=[CH:25][CH:24]=4)[CH2:19][CH2:18]3)=[O:15])[CH:13]=2)[CH:6]=[CH:7][CH:8]=1.B(Br)(Br)[Br:31], predict the reaction product. The product is: [BrH:31].[OH:2][C:3]1[CH:4]=[C:5]([C:9]2[N:10]=[CH:11][N:12]([C:14]([N:16]([CH3:29])[CH:17]3[CH2:18][CH2:19][N:20]([C:23]4[CH:24]=[CH:25][CH:26]=[CH:27][CH:28]=4)[CH2:21][CH2:22]3)=[O:15])[CH:13]=2)[CH:6]=[CH:7][CH:8]=1.